Dataset: Full USPTO retrosynthesis dataset with 1.9M reactions from patents (1976-2016). Task: Predict the reactants needed to synthesize the given product. (1) Given the product [C:1]([C:3]1[CH:4]=[C:5]([C:20]2[N:16]([CH3:15])[N:17]=[CH:18][C:19]=2[CH3:30])[C:6]([CH3:13])=[C:7]([CH:12]=1)[C:8]([O:10][CH3:11])=[O:9])#[N:2], predict the reactants needed to synthesize it. The reactants are: [C:1]([C:3]1[CH:4]=[C:5](I)[C:6]([CH3:13])=[C:7]([CH:12]=1)[C:8]([O:10][CH3:11])=[O:9])#[N:2].[CH3:15][N:16]1[C:20](B2OC(C)(C)C(C)(C)O2)=[C:19]([CH3:30])[CH:18]=[N:17]1.C1(P(C2CCCCC2)C2C=CC=CC=2C2C(OC)=CC=CC=2OC)CCCCC1.P([O-])([O-])([O-])=O.[K+].[K+].[K+]. (2) Given the product [NH2:1][C:5]1[CH:6]=[CH:7][CH:8]=[CH:9][C:4]=1[N:3]=[N+:15]=[N-:16], predict the reactants needed to synthesize it. The reactants are: [N:1]1O[N:3]=[C:4]2[CH:9]=[CH:8][CH:7]=[CH:6][C:5]=12.N([O-])=O.[Na+].Cl.[N-:15]=[N+:16]=[N-].[Na+]. (3) Given the product [Br:1][C:2]1[CH:3]=[CH:4][C:5]([C:8](=[O:11])[CH:9]([F:10])[C:29](=[O:30])[C:28]([F:37])([F:36])[F:27])=[CH:6][CH:7]=1, predict the reactants needed to synthesize it. The reactants are: [Br:1][C:2]1[CH:7]=[CH:6][C:5]([C:8](=[O:11])[CH2:9][F:10])=[CH:4][CH:3]=1.O1CCCC1.C[Si](C)(C)[N-][Si](C)(C)C.[Li+].[F:27][C:28]([F:37])([F:36])[C:29](N1C=CN=C1)=[O:30].Cl. (4) The reactants are: [CH:1]1[N:5]=[CH:4][N:3]([C:6]([N:8]2C=N[CH:10]=[CH:9]2)=[O:7])[CH:2]=1.[CH2:13]([N:15](CC)CC)C.C(CCN)#N. Given the product [C:13]([CH2:10][CH2:9][NH:8][C:6]([N:3]1[CH:2]=[CH:1][N:5]=[CH:4]1)=[O:7])#[N:15], predict the reactants needed to synthesize it. (5) Given the product [C:40]([NH:39][C:37]1[S:38][C:34]2[C:33]([N+:45]([O-:47])=[O:46])=[C:32]([O:31][C:30]3[CH:29]=[C:28]([NH:27][C:4](=[O:6])[C:3]4[CH:7]=[CH:8][CH:9]=[C:10]([C:11]([C:14]#[N:15])([CH3:13])[CH3:12])[C:2]=4[Cl:1])[CH:50]=[CH:49][CH:48]=3)[CH:44]=[CH:43][C:35]=2[N:36]=1)(=[O:42])[CH3:41], predict the reactants needed to synthesize it. The reactants are: [Cl:1][C:2]1[C:10]([C:11]([C:14]#[N:15])([CH3:13])[CH3:12])=[CH:9][CH:8]=[CH:7][C:3]=1[C:4]([OH:6])=O.C(Cl)(=O)C(Cl)=O.CN(C)C=O.[NH2:27][C:28]1[CH:29]=[C:30]([CH:48]=[CH:49][CH:50]=1)[O:31][C:32]1[CH:44]=[CH:43][C:35]2[N:36]=[C:37]([NH:39][C:40](=[O:42])[CH3:41])[S:38][C:34]=2[C:33]=1[N+:45]([O-:47])=[O:46].